The task is: Predict the reactants needed to synthesize the given product.. This data is from Full USPTO retrosynthesis dataset with 1.9M reactions from patents (1976-2016). (1) Given the product [F:26][CH2:25][CH2:24][O:19][CH2:18][C:15]1[CH:16]=[CH:17][C:12]([C:10]2[N:11]=[C:5]3[CH:4]=[C:3]([N:2]([CH3:20])[CH3:1])[CH:8]=[CH:7][N:6]3[CH:9]=2)=[CH:13][CH:14]=1, predict the reactants needed to synthesize it. The reactants are: [CH3:1][N:2]([CH3:20])[C:3]1[CH:8]=[CH:7][N:6]2[CH:9]=[C:10]([C:12]3[CH:17]=[CH:16][C:15]([CH2:18][OH:19])=[CH:14][CH:13]=3)[N:11]=[C:5]2[CH:4]=1.[OH-].[K+].Br[CH2:24][CH2:25][F:26]. (2) Given the product [CH2:23]([N:25]([CH2:26][CH3:27])[C:20](=[O:21])[CH2:19][N:11]([S:8]([C:3]1[C:2]([CH3:1])=[CH:7][CH:6]=[CH:5][N:4]=1)(=[O:9])=[O:10])[C:12]1[CH:17]=[CH:16][C:15]([CH3:18])=[CH:14][CH:13]=1)[CH3:24], predict the reactants needed to synthesize it. The reactants are: [CH3:1][C:2]1[C:3]([S:8]([N:11]([CH2:19][C:20](O)=[O:21])[C:12]2[CH:17]=[CH:16][C:15]([CH3:18])=[CH:14][CH:13]=2)(=[O:10])=[O:9])=[N:4][CH:5]=[CH:6][CH:7]=1.[CH2:23]([NH:25][CH2:26][CH3:27])[CH3:24]. (3) Given the product [F:23][C:24]1[C:29]([F:30])=[CH:28][CH:27]=[CH:26][C:25]=1[C:31]1[CH:39]=[CH:38][CH:37]=[C:36]2[C:32]=1[C:33](=[CH:21][C:3]1[NH:4][C:5]3[CH2:11][CH2:10][CH2:9][N:8]([CH2:12][CH2:13][N:14]4[CH2:15][CH2:16][O:17][CH2:18][CH2:19]4)[C:7](=[O:20])[C:6]=3[C:2]=1[CH3:1])[C:34](=[O:40])[NH:35]2, predict the reactants needed to synthesize it. The reactants are: [CH3:1][C:2]1[C:6]2[C:7](=[O:20])[N:8]([CH2:12][CH2:13][N:14]3[CH2:19][CH2:18][O:17][CH2:16][CH2:15]3)[CH2:9][CH2:10][CH2:11][C:5]=2[NH:4][C:3]=1[CH:21]=O.[F:23][C:24]1[C:29]([F:30])=[CH:28][CH:27]=[CH:26][C:25]=1[C:31]1[CH:39]=[CH:38][CH:37]=[C:36]2[C:32]=1[CH2:33][C:34](=[O:40])[NH:35]2. (4) Given the product [CH2:36]([C:33]1[C:32]([CH3:38])=[C:31]([NH:30][C:29]([N:17]2[CH2:16][CH2:15][C:13]3([CH2:14][CH:11]([C:7]4[CH:8]=[CH:9][CH:10]=[C:5]([O:4][C:3]([F:2])([F:20])[F:21])[CH:6]=4)[CH2:12]3)[CH2:19][CH2:18]2)=[O:28])[O:35][N:34]=1)[CH3:37], predict the reactants needed to synthesize it. The reactants are: Cl.[F:2][C:3]([F:21])([F:20])[O:4][C:5]1[CH:6]=[C:7]([CH:11]2[CH2:14][C:13]3([CH2:19][CH2:18][NH:17][CH2:16][CH2:15]3)[CH2:12]2)[CH:8]=[CH:9][CH:10]=1.C1([O:28][C:29](=O)[NH:30][C:31]2[O:35][N:34]=[C:33]([CH2:36][CH3:37])[C:32]=2[CH3:38])C=CC=CC=1. (5) Given the product [CH2:1]([N:3]1[C:11]2[C:10](=[O:12])[CH2:9][C:8]([CH3:15])([CH3:14])[CH2:7][C:6]=2[C:5]([C:16]([OH:18])=[O:17])=[N:4]1)[CH3:2], predict the reactants needed to synthesize it. The reactants are: [CH2:1]([N:3]1[C:11]2[C:10]([O:12]C)=[CH:9][C:8]([CH3:15])([CH3:14])[CH2:7][C:6]=2[C:5]([C:16]([O:18]CC)=[O:17])=[N:4]1)[CH3:2].[OH-].[Na+].Cl. (6) Given the product [CH2:23]([O:22][P:21]([CH2:2][C:3]1[CH:4]=[C:5]([CH:17]=[C:18]([CH3:20])[CH:19]=1)[O:6][C:7]1[CH:12]=[CH:11][C:10]([C:13]([F:16])([F:15])[F:14])=[CH:9][N:8]=1)([O:25][CH2:26][CH3:27])=[O:28])[CH3:24], predict the reactants needed to synthesize it. The reactants are: Cl[CH2:2][C:3]1[CH:4]=[C:5]([CH:17]=[C:18]([CH3:20])[CH:19]=1)[O:6][C:7]1[CH:12]=[CH:11][C:10]([C:13]([F:16])([F:15])[F:14])=[CH:9][N:8]=1.[P:21]([O:28]CC)([O:25][CH2:26][CH3:27])[O:22][CH2:23][CH3:24]. (7) Given the product [CH2:3]([N:10]1[CH2:15][CH2:14][C:13]([N:21]2[CH2:25][CH2:24][CH2:23][C:22]2=[O:27])([C:16]([O:18][CH2:19][CH3:20])=[O:17])[CH2:12][CH2:11]1)[C:4]1[CH:9]=[CH:8][CH:7]=[CH:6][CH:5]=1, predict the reactants needed to synthesize it. The reactants are: [H-].[Na+].[CH2:3]([N:10]1[CH2:15][CH2:14][C:13]([NH:21][C:22](=[O:27])[CH2:23][CH2:24][CH2:25]Cl)([C:16]([O:18][CH2:19][CH3:20])=[O:17])[CH2:12][CH2:11]1)[C:4]1[CH:9]=[CH:8][CH:7]=[CH:6][CH:5]=1.[I-].[Na+].C(Cl)Cl.CO. (8) Given the product [CH2:16]([O:10][C:8]1[CH:7]=[CH:6][C:3]([CH:4]=[O:5])=[C:2]([OH:1])[CH:9]=1)[C:17]1[CH:22]=[CH:21][CH:20]=[CH:19][CH:18]=1, predict the reactants needed to synthesize it. The reactants are: [OH:1][C:2]1[CH:9]=[C:8]([OH:10])[CH:7]=[CH:6][C:3]=1[CH:4]=[O:5].C([O-])(O)=O.[Na+].[CH2:16](Cl)[C:17]1[CH:22]=[CH:21][CH:20]=[CH:19][CH:18]=1. (9) Given the product [NH:1]1[C:9]2[C:4](=[CH:5][CH:6]=[CH:7][CH:8]=2)[C:3]([C@H:10]([CH3:31])[C@@H:11]([NH:16][C:17]([N:19]2[CH2:20][CH2:21][CH:22]([C:25]3[CH:30]=[CH:29][CH:28]=[CH:27][CH:26]=3)[CH2:23][CH2:24]2)=[O:18])[C:12]([OH:14])=[O:13])=[CH:2]1, predict the reactants needed to synthesize it. The reactants are: [NH:1]1[C:9]2[C:4](=[CH:5][CH:6]=[CH:7][CH:8]=2)[C:3]([C@H:10]([CH3:31])[C@@H:11]([NH:16][C:17]([N:19]2[CH2:24][CH2:23][CH:22]([C:25]3[CH:30]=[CH:29][CH:28]=[CH:27][CH:26]=3)[CH2:21][CH2:20]2)=[O:18])[C:12]([O:14]C)=[O:13])=[CH:2]1.[OH-].[Na+].Cl. (10) Given the product [CH2:13]([N:10]1[C:11](=[O:12])[C:6]([C:4]([NH:23][CH2:24][C:25]([OH:27])=[O:26])=[O:5])=[C:7]([OH:22])[C:8]2=[CH:21][CH:20]=[CH:19][N:9]12)[CH2:14][CH2:15][CH2:16][CH2:17][CH3:18], predict the reactants needed to synthesize it. The reactants are: C(O[C:4]([C:6]1[C:11](=[O:12])[N:10]([CH2:13][CH2:14][CH2:15][CH2:16][CH2:17][CH3:18])[N:9]2[CH:19]=[CH:20][CH:21]=[C:8]2[C:7]=1[OH:22])=[O:5])C.[NH2:23][CH2:24][C:25]([O-:27])=[O:26].[Na+].